This data is from Reaction yield outcomes from USPTO patents with 853,638 reactions. The task is: Predict the reaction yield, written as a fraction of the theoretical maximum amount of product (1.0 means a 100% yield; for example, 0.34 means a 34% yield). (1) The reactants are [OH:1][CH:2]([C:11]1[CH:20]=[CH:19][C:18]2[C:13](=[CH:14][CH:15]=[CH:16][CH:17]=2)[CH:12]=1)[CH2:3][CH2:4][CH2:5][CH2:6][CH2:7][CH2:8][CH2:9][OH:10]. The catalyst is CC(C)=O.[O-2].[Mn+4].[O-2]. The product is [CH:12]1[C:13]2[C:18](=[CH:17][CH:16]=[CH:15][CH:14]=2)[CH:19]=[CH:20][C:11]=1[C:2]([CH2:3][CH2:4][CH2:5][CH2:6][CH2:7][CH2:8][CH2:9][OH:10])=[O:1]. The yield is 0.510. (2) The yield is 0.450. The reactants are S(Cl)(Cl)=O.[C:5]([C@H:8]1[C:17]2[C:12](=[CH:13][C:14]([N+:18]([O-:20])=[O:19])=[CH:15][CH:16]=2)[C:11](=[O:21])[N:10]([CH2:22][CH2:23][CH2:24][Br:25])[C@H:9]1[C:26]1[CH:31]=[CH:30][CH:29]=[CH:28][CH:27]=1)(O)=[O:6].[Cl-].[Al+3].[Cl-].[Cl-]. The catalyst is C1C=CC=CC=1. The product is [Br:25][CH2:24][CH2:23][CH2:22][N:10]1[C:9]2[C:26]3[CH:27]=[CH:28][CH:29]=[CH:30][C:31]=3[C:5](=[O:6])[C:8]=2[C:17]2[C:12](=[CH:13][C:14]([N+:18]([O-:20])=[O:19])=[CH:15][CH:16]=2)[C:11]1=[O:21]. (3) The reactants are Br[C:2]1[CH:7]=[CH:6][C:5]([Cl:8])=[CH:4][N:3]=1.C([Mg]Cl)(C)C.[Li+].[Cl-].CN([CH:19]=[O:20])C. The catalyst is C1COCC1. The product is [Cl:8][C:5]1[CH:6]=[CH:7][C:2]([CH:19]=[O:20])=[N:3][CH:4]=1. The yield is 0.570. (4) The reactants are [OH:1][CH2:2]C(CO)OCN1C=C(C=C)C(=O)NC1=O.BrN1C(=O)CCC1=O.[OH:26][CH2:27][CH2:28][O:29][CH2:30][N:31]1[CH:38]=[C:37]([CH:39]([N:42]=[N+:43]=[N-:44])[CH2:40][Br:41])[C:35](=[O:36])[NH:34][C:32]1=[O:33]. The catalyst is C(Cl)(Cl)Cl.CO. The product is [OH:26][CH2:27][CH:28]([CH2:2][OH:1])[O:29][CH2:30][N:31]1[CH:38]=[C:37]([CH:39]([N:42]=[N+:43]=[N-:44])[CH2:40][Br:41])[C:35](=[O:36])[NH:34][C:32]1=[O:33]. The yield is 0.314. (5) The reactants are [Br:1][C:2]1[CH:14]=[CH:13][C:12]2[C:11]3[C:6](=[CH:7][CH:8]=[CH:9][CH:10]=3)[C:5](=[O:15])[C:4]=2[CH:3]=1. The catalyst is C(OCC)C. The product is [C:11]1([C:12]2[CH:4]=[CH:3][CH:2]=[CH:14][CH:13]=2)[CH:6]=[CH:7][CH:8]=[CH:9][C:10]=1[C:5]1([OH:15])[C:4]2[CH:3]=[C:2]([Br:1])[CH:14]=[CH:13][C:12]=2[C:11]2[C:6]1=[CH:7][CH:8]=[CH:9][CH:10]=2. The yield is 0.900. (6) The reactants are CC1C=CC(S(O[CH:12]([C:23]([O:25]CC)=O)[CH2:13][CH2:14][C:15]2[CH:20]=[CH:19][C:18]([O:21][CH3:22])=[CH:17][CH:16]=2)(=O)=O)=CC=1.[C:28]1([CH3:38])[CH:33]=[CH:32][C:31]([NH:34][C:35]([NH2:37])=[S:36])=[CH:30][CH:29]=1.CC([O-])=O.[Na+]. The catalyst is CCO. The product is [CH3:22][O:21][C:18]1[CH:17]=[CH:16][C:15]([CH2:14][CH2:13][CH:12]2[S:36][C:35](=[N:34][C:31]3[CH:32]=[CH:33][C:28]([CH3:38])=[CH:29][CH:30]=3)[NH:37][C:23]2=[O:25])=[CH:20][CH:19]=1. The yield is 0.310. (7) The reactants are C(NC(C)C)(C)C.C([Li])CCC.[CH3:13][N:14]1[CH:18]=[CH:17][CH:16]=[N:15]1.Br[C:20]1[CH:21]=[CH:22][C:23]([F:28])=[C:24]([CH:27]=1)[C:25]#[N:26]. The catalyst is [Cl-].[Zn+2].[Cl-].C1C=CC([P]([Pd]([P](C2C=CC=CC=2)(C2C=CC=CC=2)C2C=CC=CC=2)([P](C2C=CC=CC=2)(C2C=CC=CC=2)C2C=CC=CC=2)[P](C2C=CC=CC=2)(C2C=CC=CC=2)C2C=CC=CC=2)(C2C=CC=CC=2)C2C=CC=CC=2)=CC=1.O.O1CCCC1. The product is [F:28][C:23]1[CH:22]=[CH:21][C:20]([C:18]2[N:14]([CH3:13])[N:15]=[CH:16][CH:17]=2)=[CH:27][C:24]=1[C:25]#[N:26]. The yield is 0.0470.